Task: Predict the reaction yield, written as a fraction of the theoretical maximum amount of product (1.0 means a 100% yield; for example, 0.34 means a 34% yield).. Dataset: Reaction yield outcomes from USPTO patents with 853,638 reactions (1) The reactants are [Br:1][C:2]1[C:3]([NH:16][C:17]2[CH:21]=[C:20]([CH3:22])[NH:19][N:18]=2)=[N:4][C:5]([NH:8][CH2:9][C:10]2ON=[C:12]([CH3:15])[CH:11]=2)=[N:6][CH:7]=1.NCC[C:26]1[O:27]C=CC=1. The catalyst is C(O)CCC. The product is [Br:1][C:2]1[C:3]([NH:16][C:17]2[CH:21]=[C:20]([CH3:22])[NH:19][N:18]=2)=[N:4][C:5]([NH:8][CH2:9][CH2:10][C:11]2[O:27][CH:26]=[CH:15][CH:12]=2)=[N:6][CH:7]=1. The yield is 0.220. (2) The reactants are [N+:1]([C:4]1[CH:12]=[CH:11][CH:10]=[C:6]([C:7]([OH:9])=[O:8])[C:5]=1[C:13]([OH:15])=[O:14])([O-:3])=[O:2].[CH:16]([O-])([O-])OC.S(=O)(=O)(O)O. The catalyst is CO. The product is [C:13]([C:5]1[C:4]([N+:1]([O-:3])=[O:2])=[CH:12][CH:11]=[CH:10][C:6]=1[C:7]([O:9][CH3:16])=[O:8])([OH:15])=[O:14]. The yield is 0.820. (3) The yield is 0.630. No catalyst specified. The product is [CH2:1]([N:8]([CH2:22][C:23]1[CH:28]=[CH:27][CH:26]=[CH:25][CH:24]=1)[C@@H:9]1[CH2:10][CH2:11][C:12]2[C:17](=[C:16]([C:30]3[CH:35]=[N:34][C:33]([CH3:36])=[CH:32][CH:31]=3)[CH:15]=[CH:14][CH:13]=2)[CH2:18]1)[C:2]1[CH:7]=[CH:6][CH:5]=[CH:4][CH:3]=1. The reactants are [CH2:1]([N:8]([CH2:22][C:23]1[CH:28]=[CH:27][CH:26]=[CH:25][CH:24]=1)[C@H:9]1[CH2:18][C:17]2[C:16](B(O)O)=[CH:15][CH:14]=[CH:13][C:12]=2[CH2:11][CH2:10]1)[C:2]1[CH:7]=[CH:6][CH:5]=[CH:4][CH:3]=1.Br[C:30]1[CH:31]=[CH:32][C:33]([CH3:36])=[N:34][CH:35]=1. (4) The reactants are [N+:1]([C:4]1[CH:5]=[CH:6][CH:7]=[C:8]2[C:13]=1[N:12]=[CH:11][CH:10]=[CH:9]2)([O-:3])=[O:2].[I:14]N1C(=O)CCC1=O. The catalyst is C(O)(=O)C. The product is [I:14][C:10]1[CH:11]=[N:12][C:13]2[C:8]([CH:9]=1)=[CH:7][CH:6]=[CH:5][C:4]=2[N+:1]([O-:3])=[O:2]. The yield is 0.970. (5) The reactants are [Cl-].O[NH3+].[C:4](=[O:7])([O-])[OH:5].[Na+].[CH2:9]([C:11]1[S:44][C:14]2[N:15]([CH2:29][C:30]3[CH:35]=[CH:34][C:33]([C:36]4[C:37]([C:42]#[N:43])=[CH:38][CH:39]=[CH:40][CH:41]=4)=[CH:32][CH:31]=3)[C:16](=[O:28])[C:17]([CH2:20][CH2:21][C:22]3[CH:27]=[CH:26][CH:25]=[CH:24][CH:23]=3)=[C:18]([CH3:19])[C:13]=2[CH:12]=1)[CH3:10].[N:45]12CCCN=C1CCCCC2. The catalyst is C(Cl)(Cl)Cl.C(Cl)Cl.CS(C)=O. The product is [CH2:9]([C:11]1[S:44][C:14]2[N:15]([CH2:29][C:30]3[CH:31]=[CH:32][C:33]([C:36]4[CH:41]=[CH:40][CH:39]=[CH:38][C:37]=4[C:42]4[NH:45][C:4](=[O:7])[O:5][N:43]=4)=[CH:34][CH:35]=3)[C:16](=[O:28])[C:17]([CH2:20][CH2:21][C:22]3[CH:27]=[CH:26][CH:25]=[CH:24][CH:23]=3)=[C:18]([CH3:19])[C:13]=2[CH:12]=1)[CH3:10]. The yield is 0.670. (6) The reactants are CCN(C(C)C)C(C)C.C1C=CC2N(O)N=NC=2C=1.CCN=C=NCCCN(C)C.[N:31]1[CH:36]=[CH:35][CH:34]=[C:33]([N:37]2[CH:41]=[C:40]([C:42]([OH:44])=O)[N:39]=[N:38]2)[CH:32]=1.Cl.[NH2:46][CH2:47][C:48]([N:50]1[CH2:55][CH2:54][N:53]([C:56](=[O:68])[C:57]2[CH:62]=[C:61]([F:63])[CH:60]=[CH:59][C:58]=2[C:64]([F:67])([F:66])[F:65])[CH2:52][CH2:51]1)=[O:49].FC1C=CC(C(F)(F)F)=C(C=1)C(O)=O. The catalyst is CN(C=O)C.O. The product is [F:63][C:61]1[CH:60]=[CH:59][C:58]([C:64]([F:66])([F:65])[F:67])=[C:57]([CH:62]=1)[C:56]([N:53]1[CH2:54][CH2:55][N:50]([C:48](=[O:49])[CH2:47][NH:46][C:42]([C:40]2[N:39]=[N:38][N:37]([C:33]3[CH:32]=[N:31][CH:36]=[CH:35][CH:34]=3)[CH:41]=2)=[O:44])[CH2:51][CH2:52]1)=[O:68]. The yield is 0.690. (7) The reactants are Br[C:2]1[CH:3]=[C:4]([CH:8]([CH3:17])[CH2:9][NH:10][S:11]([CH:14]([CH3:16])[CH3:15])(=[O:13])=[O:12])[CH:5]=[CH:6][CH:7]=1.[C:18]1([CH2:24][O:25][C:26]([NH:28][CH:29]=[CH2:30])=[O:27])[CH:23]=[CH:22][CH:21]=[CH:20][CH:19]=1.B1C2CCCC1CCC2.[OH-].[Na+]. The catalyst is Cl[Pd]Cl.C1C=CC(P(C2C=CC=CC=2)[C-]2C=CC=C2)=CC=1.C1C=CC(P(C2C=CC=CC=2)[C-]2C=CC=C2)=CC=1.Cl[Pd]Cl.[Fe+2].OO. The product is [CH3:17][CH:8]([C:4]1[CH:3]=[C:2]([CH2:30][CH2:29][NH:28][C:26]([O:25][CH2:24][C:18]2[CH:23]=[CH:22][CH:21]=[CH:20][CH:19]=2)=[O:27])[CH:7]=[CH:6][CH:5]=1)[CH2:9][NH:10][S:11]([CH:14]([CH3:16])[CH3:15])(=[O:13])=[O:12]. The yield is 0.860. (8) The reactants are [OH:1][C:2]1[CH:7]=[CH:6][C:5]([C:8]2[C:17](=[O:18])[C:16]3[C:11](=[CH:12][C:13]([O:19][CH3:20])=[CH:14][CH:15]=3)[O:10][CH:9]=2)=[CH:4][CH:3]=1.C([O-])([O-])=O.[K+].[K+].[CH2:27]([CH:29]1[O:31][CH2:30]1)Cl.C(#N)C. The catalyst is O. The product is [CH3:20][O:19][C:13]1[CH:12]=[C:11]2[C:16]([C:17](=[O:18])[C:8]([C:5]3[CH:4]=[CH:3][C:2]([O:1][CH2:27][CH:29]4[CH2:30][O:31]4)=[CH:7][CH:6]=3)=[CH:9][O:10]2)=[CH:15][CH:14]=1. The yield is 0.430. (9) The yield is 0.840. The reactants are [CH2:1]([C:5]1([CH2:37][CH2:38][CH2:39][CH3:40])[CH2:11][N:10]([C:12]2[CH:27]=[CH:26][C:15]([O:16][CH2:17][C:18]3[CH:23]=[CH:22][C:21]([CH2:24][Cl:25])=[CH:20][CH:19]=3)=[CH:14][CH:13]=2)[C:9]2[CH:28]=[C:29]([N:32]([CH3:34])[CH3:33])[CH:30]=[CH:31][C:8]=2[S:7](=[O:36])(=[O:35])[CH2:6]1)[CH2:2][CH2:3][CH3:4].[N:41]12[CH2:48][CH2:47][N:44]([CH2:45][CH2:46]1)[CH2:43][CH2:42]2. The product is [Cl-:25].[CH2:1]([C:5]1([CH2:37][CH2:38][CH2:39][CH3:40])[CH2:11][N:10]([C:12]2[CH:27]=[CH:26][C:15]([O:16][CH2:17][C:18]3[CH:23]=[CH:22][C:21]([CH2:24][N+:41]45[CH2:48][CH2:47][N:44]([CH2:45][CH2:46]4)[CH2:43][CH2:42]5)=[CH:20][CH:19]=3)=[CH:14][CH:13]=2)[C:9]2[CH:28]=[C:29]([N:32]([CH3:34])[CH3:33])[CH:30]=[CH:31][C:8]=2[S:7](=[O:36])(=[O:35])[CH2:6]1)[CH2:2][CH2:3][CH3:4]. No catalyst specified.